From a dataset of Full USPTO retrosynthesis dataset with 1.9M reactions from patents (1976-2016). Predict the reactants needed to synthesize the given product. (1) Given the product [CH3:1][O:2][C:3]1[CH:11]=[CH:10][C:9]([CH2:12][S:13]([CH3:15])=[O:14])=[CH:8][C:4]=1[C:5]([N:42]1[CH2:43][CH2:44][C:40]([CH2:39][CH2:38][N:34]2[CH2:35][CH2:36][CH2:37][N:31]([C:23]3[N:22]([CH2:21][CH2:20][O:19][CH2:17][CH3:18])[C:26]4[CH:27]=[CH:28][CH:29]=[CH:30][C:25]=4[N:24]=3)[CH2:32][CH2:33]2)([C:45]2[CH:50]=[CH:49][CH:48]=[CH:47][CH:46]=2)[CH2:41]1)=[O:7], predict the reactants needed to synthesize it. The reactants are: [CH3:1][O:2][C:3]1[CH:11]=[CH:10][C:9]([CH2:12][S:13]([CH3:15])=[O:14])=[CH:8][C:4]=1[C:5]([OH:7])=O.Cl.[CH2:17]([O:19][CH2:20][CH2:21][N:22]1[C:26]2[CH:27]=[CH:28][CH:29]=[CH:30][C:25]=2[N:24]=[C:23]1[N:31]1[CH2:37][CH2:36][CH2:35][N:34]([CH2:38][CH2:39][C:40]2([C:45]3[CH:50]=[CH:49][CH:48]=[CH:47][CH:46]=3)[CH2:44][CH2:43][NH:42][CH2:41]2)[CH2:33][CH2:32]1)[CH3:18]. (2) Given the product [OH:45][S:43]([C:46]([F:49])([F:48])[F:47])(=[O:44])=[O:42].[C:58]1([N:64]2[CH2:65][CH2:66][N:67]([C:70]3[N:71]=[C:72]([NH:79][C@H:80]4[CH2:84][CH2:83][CH2:82][C@@H:81]4[NH:85][C:6]([C:5]4[O:1][N:2]=[CH:3][CH:4]=4)=[O:8])[C:73]4[S:78][CH2:77][CH2:76][C:74]=4[N:75]=3)[CH2:68][CH2:69]2)[CH:59]=[CH:60][CH:61]=[CH:62][CH:63]=1, predict the reactants needed to synthesize it. The reactants are: [O:1]1[C:5]([C:6]([OH:8])=O)=[CH:4][CH:3]=[N:2]1.F[P-](F)(F)(F)(F)F.N1(OC(N(C)C)=[N+](C)C)C2N=CC=CC=2N=N1.C(N(C(C)C)CC)(C)C.[OH:42][S:43]([C:46]([F:49])([F:48])[F:47])(=[O:45])=[O:44].OS(C(F)(F)F)(=O)=O.[C:58]1([N:64]2[CH2:69][CH2:68][N:67]([C:70]3[N:71]=[C:72]([NH:79][CH:80]4[CH2:84][CH2:83][CH2:82][CH:81]4[NH2:85])[C:73]4[S:78][CH2:77][CH2:76][C:74]=4[N:75]=3)[CH2:66][CH2:65]2)[CH:63]=[CH:62][CH:61]=[CH:60][CH:59]=1. (3) The reactants are: [OH:1][CH2:2][CH2:3][N:4]1[C:12]2[CH2:11][CH2:10][CH2:9][C:8](=[O:13])[C:7]=2[CH:6]=[N:5]1.CCN(CC)CC.[CH3:21][C:22]([Si:25](Cl)([CH3:27])[CH3:26])([CH3:24])[CH3:23]. Given the product [Si:25]([O:1][CH2:2][CH2:3][N:4]1[C:12]2[CH2:11][CH2:10][CH2:9][C:8](=[O:13])[C:7]=2[CH:6]=[N:5]1)([C:22]([CH3:24])([CH3:23])[CH3:21])([CH3:27])[CH3:26], predict the reactants needed to synthesize it. (4) Given the product [CH3:52][O:51][C:49](=[O:50])[NH:48][C@H:41]([C:42]1[CH:43]=[CH:44][CH:45]=[CH:46][CH:47]=1)[C:40](=[O:53])[N:36]1[CH2:37][CH2:38][CH2:39][C@H:35]1[C:32]1[NH:31][C:30]([C:27]2[CH:28]=[CH:29][C:24]([C:21]3[N:22]=[CH:23][C:18]([C:15]4[NH:14][C:13]([C@@H:9]5[CH2:10][CH2:11][CH2:12][NH:8]5)=[N:17][CH:16]=4)=[CH:19][N:20]=3)=[CH:25][CH:26]=2)=[CH:34][N:33]=1, predict the reactants needed to synthesize it. The reactants are: C(OC([N:8]1[CH2:12][CH2:11][CH2:10][C@H:9]1[C:13]1[NH:14][C:15]([C:18]2[CH:19]=[N:20][C:21]([C:24]3[CH:29]=[CH:28][C:27]([C:30]4[NH:31][C:32]([C@@H:35]5[CH2:39][CH2:38][CH2:37][N:36]5[C:40](=[O:53])[C@H:41]([NH:48][C:49]([O:51][CH3:52])=[O:50])[C:42]5[CH:47]=[CH:46][CH:45]=[CH:44][CH:43]=5)=[N:33][CH:34]=4)=[CH:26][CH:25]=3)=[N:22][CH:23]=2)=[CH:16][N:17]=1)=O)(C)(C)C.CO.